Dataset: Catalyst prediction with 721,799 reactions and 888 catalyst types from USPTO. Task: Predict which catalyst facilitates the given reaction. (1) Reactant: [NH2:1][C:2](=[N:36][C:37](=[O:45])[C:38]1[CH:43]=[CH:42][C:41]([CH3:44])=[CH:40][CH:39]=1)[C:3]1[CH:8]=[CH:7][C:6]([NH:9][CH:10]([C:23]2[CH:28]=[C:27]([O:29][CH3:30])[CH:26]=[C:25]([O:31][CH2:32][CH2:33][OH:34])[C:24]=2[F:35])[C:11]2[NH:15][C:14](=[O:16])[N:13]([C:17]3[N:22]=[CH:21][CH:20]=[CH:19][N:18]=3)[N:12]=2)=[CH:5][CH:4]=1.C(=O)([O-])O.[K+].[CH3:51][C@@H:52]1[CH2:57][CH2:56][CH2:55][CH2:54][C@H:53]1[O:58][C:59](=[O:64])[O:60][CH:61](Cl)[CH3:62]. Product: [CH3:51][C@@H:52]1[CH2:57][CH2:56][CH2:55][CH2:54][C@H:53]1[O:58][C:59](=[O:64])[O:60][CH:61]([O:16][C:14]1[N:13]([C:17]2[N:18]=[CH:19][CH:20]=[CH:21][N:22]=2)[N:12]=[C:11]([CH:10]([NH:9][C:6]2[CH:5]=[CH:4][C:3]([C:2]([NH2:1])=[N:36][C:37](=[O:45])[C:38]3[CH:39]=[CH:40][C:41]([CH3:44])=[CH:42][CH:43]=3)=[CH:8][CH:7]=2)[C:23]2[CH:28]=[C:27]([O:29][CH3:30])[CH:26]=[C:25]([O:31][CH2:32][CH2:33][OH:34])[C:24]=2[F:35])[N:15]=1)[CH3:62]. The catalyst class is: 3. (2) Reactant: [Br:1][C:2]1[CH:3]=[C:4]([CH:25]=[CH:26][C:27]=1[O:28]C)[O:5][C:6]1[C:11]([CH3:12])=[CH:10][C:9]([N:13]2[C:18](=[O:19])[NH:17][C:16](=[O:20])[C:15]([C:21]([OH:23])=[O:22])=[N:14]2)=[CH:8][C:7]=1[CH3:24].B(Br)(Br)Br. Product: [Br:1][C:2]1[CH:3]=[C:4]([CH:25]=[CH:26][C:27]=1[OH:28])[O:5][C:6]1[C:11]([CH3:12])=[CH:10][C:9]([N:13]2[C:18](=[O:19])[NH:17][C:16](=[O:20])[C:15]([C:21]([OH:23])=[O:22])=[N:14]2)=[CH:8][C:7]=1[CH3:24]. The catalyst class is: 2.